This data is from Reaction yield outcomes from USPTO patents with 853,638 reactions. The task is: Predict the reaction yield, written as a fraction of the theoretical maximum amount of product (1.0 means a 100% yield; for example, 0.34 means a 34% yield). (1) The reactants are Br[C:2]1[CH:7]=[CH:6][C:5]([C@@H:8]([NH:10][C:11](=[O:17])[O:12][C:13]([CH3:16])([CH3:15])[CH3:14])[CH3:9])=[CH:4][CH:3]=1.[CH3:18][C:19]1[N:20]=[CH:21][S:22][CH:23]=1.C([O-])(=O)C.[K+].O. The yield is 0.470. The catalyst is CC(N(C)C)=O.CC([O-])=O.CC([O-])=O.[Pd+2]. The product is [CH3:18][C:19]1[N:20]=[CH:21][S:22][C:23]=1[C:2]1[CH:7]=[CH:6][C:5]([C@@H:8]([NH:10][C:11](=[O:17])[O:12][C:13]([CH3:16])([CH3:15])[CH3:14])[CH3:9])=[CH:4][CH:3]=1. (2) The reactants are [C:1]([C:4]1[O:8][C:7]2[C:9](=[O:18])[C:10]3[C:15]([C:16](=[O:17])[C:6]=2[CH:5]=1)=[CH:14][CH:13]=[CH:12][CH:11]=3)(=[O:3])[CH3:2].[BH4-].[Na+]. The catalyst is CN(C=O)C.O. The product is [OH:3][CH:1]([C:4]1[O:8][C:7]2[C:9](=[O:18])[C:10]3[C:15]([C:16](=[O:17])[C:6]=2[CH:5]=1)=[CH:14][CH:13]=[CH:12][CH:11]=3)[CH3:2]. The yield is 0.800. (3) The reactants are Br[C:2]1[C:7]([CH3:8])=[CH:6][C:5]([C:9](=[O:11])[CH3:10])=[C:4]([OH:12])[CH:3]=1.CC1(C)C2C=CC=C(P(C3C=CC=CC=3)C3C=CC=CC=3)C=2OC2C1=CC=CC=2P(C1C=CC=CC=1)C1C=CC=CC=1.[CH3:55][N:56](C)C=O. The catalyst is [C-]#N.[Zn+2].[C-]#N.C1C=CC(/C=C/C(/C=C/C2C=CC=CC=2)=O)=CC=1.C1C=CC(/C=C/C(/C=C/C2C=CC=CC=2)=O)=CC=1.C1C=CC(/C=C/C(/C=C/C2C=CC=CC=2)=O)=CC=1.[Pd].[Pd]. The product is [C:9]([C:5]1[C:4]([OH:12])=[CH:3][C:2]([C:55]#[N:56])=[C:7]([CH3:8])[CH:6]=1)(=[O:11])[CH3:10]. The yield is 0.980. (4) The reactants are [F:1][C:2]1[CH:7]=[C:6]([F:8])[C:5]([NH:9][C:10](=[O:14])[CH:11]([CH3:13])[CH3:12])=[CH:4][C:3]=1[CH:15]1[CH2:20][CH2:19][N:18](C(OC(C)(C)C)=O)[CH2:17][CH2:16]1.Cl. The catalyst is O1CCOCC1. The product is [F:8][C:6]1[CH:7]=[C:2]([F:1])[C:3]([CH:15]2[CH2:16][CH2:17][NH:18][CH2:19][CH2:20]2)=[CH:4][C:5]=1[NH:9][C:10](=[O:14])[CH:11]([CH3:12])[CH3:13]. The yield is 0.980.